The task is: Predict the reactants needed to synthesize the given product.. This data is from Retrosynthesis with 50K atom-mapped reactions and 10 reaction types from USPTO. The reactants are: Fc1ccc(-n2ncc3cc(Br)c4cnccc4c32)cc1.N#C[Cu]. Given the product N#Cc1cc2cnn(-c3ccc(F)cc3)c2c2ccncc12, predict the reactants needed to synthesize it.